From a dataset of Full USPTO retrosynthesis dataset with 1.9M reactions from patents (1976-2016). Predict the reactants needed to synthesize the given product. (1) Given the product [CH3:24][N:25]1[C:26](=[O:54])[C:27]([NH:40][C:41]2[CH:46]=[CH:45][CH:44]=[C:43]([N:47]3[CH2:48][CH2:49][N:50]([CH3:53])[CH2:51][CH2:52]3)[N:42]=2)=[CH:28][C:29]([C:2]2[C:7]([CH:8]=[O:9])=[C:6]([N:10]3[CH2:22][CH2:21][N:13]4[C:14]5[CH2:15][CH2:16][CH2:17][CH2:18][C:19]=5[CH:20]=[C:12]4[C:11]3=[O:23])[N:5]=[CH:4][CH:3]=2)=[CH:30]1, predict the reactants needed to synthesize it. The reactants are: Cl[C:2]1[C:7]([CH:8]=[O:9])=[C:6]([N:10]2[CH2:22][CH2:21][N:13]3[C:14]4[CH2:15][CH2:16][CH2:17][CH2:18][C:19]=4[CH:20]=[C:12]3[C:11]2=[O:23])[N:5]=[CH:4][CH:3]=1.[CH3:24][N:25]1[CH:30]=[C:29](B2OC(C)(C)C(C)(C)O2)[CH:28]=[C:27]([NH:40][C:41]2[CH:46]=[CH:45][CH:44]=[C:43]([N:47]3[CH2:52][CH2:51][N:50]([CH3:53])[CH2:49][CH2:48]3)[N:42]=2)[C:26]1=[O:54]. (2) Given the product [N+:8]([C:5]1[CH:6]=[CH:7][C:2]([OH:19])=[CH:3][CH:4]=1)([O-:10])=[O:9], predict the reactants needed to synthesize it. The reactants are: I[C:2]1[CH:7]=[CH:6][C:5]([N+:8]([O-:10])=[O:9])=[CH:4][CH:3]=1.BrC1C=CC([N+]([O-])=[O:19])=CC=1.[OH-].[Cs+]. (3) Given the product [CH3:42][Si:21]([CH3:20])([CH3:41])[CH2:22][CH2:23][O:24][C:25](=[O:40])[CH2:26][CH2:27][C:28]([C:30]1[C:38]2[C:33](=[CH:34][CH:35]=[C:36]([Cl:39])[CH:37]=2)[N:32]([C:2]2[N:7]=[C:6]([C:8]3[CH:13]=[CH:12][CH:11]=[CH:10][CH:9]=3)[CH:5]=[C:4]([C:14]3[CH:19]=[CH:18][CH:17]=[CH:16][CH:15]=3)[N:3]=2)[CH:31]=1)=[O:29], predict the reactants needed to synthesize it. The reactants are: Cl[C:2]1[N:7]=[C:6]([C:8]2[CH:13]=[CH:12][CH:11]=[CH:10][CH:9]=2)[CH:5]=[C:4]([C:14]2[CH:19]=[CH:18][CH:17]=[CH:16][CH:15]=2)[N:3]=1.[CH3:20][Si:21]([CH3:42])([CH3:41])[CH2:22][CH2:23][O:24][C:25](=[O:40])[CH2:26][CH2:27][C:28]([C:30]1[C:38]2[C:33](=[CH:34][CH:35]=[C:36]([Cl:39])[CH:37]=2)[NH:32][CH:31]=1)=[O:29].C([O-])([O-])=O.[K+].[K+]. (4) Given the product [CH2:28]([O:27][C:25]([NH:19][C@@H:6]1[C@@H:7]2[CH:13]=[CH:12][C@@H:11]([C@@H:10]3[C@H:8]2[CH2:9]3)[C@@H:5]1[C:3]([O:2][CH3:1])=[O:4])=[O:26])[C:29]1[CH:38]=[CH:37][CH:36]=[CH:35][CH:34]=1.[CH:11]12[CH:12]=[CH:13][CH:7]([CH:6]([C:14]([O:16][NH:19][C:22]([O:41][CH2:34][C:35]3[CH:40]=[CH:39][CH:38]=[CH:37][CH:36]=3)=[O:26])=[O:15])[CH2:5]1)[CH:8]1[CH:10]2[CH2:9]1, predict the reactants needed to synthesize it. The reactants are: [CH3:1][O:2][C:3]([CH:5]1[CH:11]2[CH:12]=[CH:13][CH:7]([CH:8]3[CH:10]2[CH2:9]3)[CH:6]1[C:14]([OH:16])=[O:15])=[O:4].C([N:19]([CH2:22]C)CC)C.Cl[C:25]([O:27][CH2:28][CH3:29])=[O:26].[N-]=[N+]=[N-].[Na+].[CH2:34]([OH:41])[C:35]1[CH:40]=[CH:39][CH:38]=[CH:37][CH:36]=1.